Dataset: Catalyst prediction with 721,799 reactions and 888 catalyst types from USPTO. Task: Predict which catalyst facilitates the given reaction. (1) Reactant: C([O:3][C:4](=[O:23])[C@H:5]([OH:22])[CH2:6][C@H:7]([NH2:21])[CH2:8][C:9]1[CH:14]=[CH:13][C:12]([C:15]2[CH:20]=[CH:19][CH:18]=[CH:17][CH:16]=2)=[CH:11][CH:10]=1)C.[C:24]([O:28][C:29](O[C:29]([O:28][C:24]([CH3:27])([CH3:26])[CH3:25])=[O:30])=[O:30])([CH3:27])([CH3:26])[CH3:25].C(Cl)Cl.CCN(C(C)C)C(C)C. Product: [C:12]1([C:15]2[CH:16]=[CH:17][CH:18]=[CH:19][CH:20]=2)[CH:11]=[CH:10][C:9]([CH2:8][C@@H:7]([NH:21][C:29]([O:28][C:24]([CH3:27])([CH3:26])[CH3:25])=[O:30])[CH2:6][C@@H:5]([OH:22])[C:4]([OH:3])=[O:23])=[CH:14][CH:13]=1. The catalyst class is: 72. (2) Reactant: [Si]([O:18][CH:19]1[CH2:22][C:21](=[CH:23][C:24]#[N:25])[CH2:20]1)(C(C)(C)C)(C1C=CC=CC=1)C1C=CC=CC=1.[NH:26]1[CH:30]=[C:29]([C:31]2[C:32]3[CH:39]=[CH:38][N:37](COCC[Si](C)(C)C)[C:33]=3[N:34]=[CH:35][N:36]=2)[CH:28]=[N:27]1.N12CCCN=C1CCCCC2. Product: [OH:18][CH:19]1[CH2:20][C:21]([CH2:23][C:24]#[N:25])([N:26]2[CH:30]=[C:29]([C:31]3[N:36]=[CH:35][NH:34][C:33]4=[N:37][CH:38]=[CH:39][C:32]=34)[CH:28]=[N:27]2)[CH2:22]1. The catalyst class is: 10. (3) Product: [CH2:1]([N:3]1[C:14]2[C:15]3[C:7](=[CH:8][N:9]([CH2:37][CH3:38])[C:10]=3[CH:11]=[C:12]([C:16]([NH:18][C@@H:19]([CH2:30][C:31]3[CH:32]=[CH:33][CH:34]=[CH:35][CH:36]=3)[C@H:20]([OH:29])[CH2:21][NH:22][CH:23]3[CH2:24][CH2:25][O:26][CH2:27][CH2:28]3)=[O:17])[CH:13]=2)[CH2:6][CH2:5][S:4]1(=[O:40])=[O:39])[CH3:2]. The catalyst class is: 19. Reactant: [CH2:1]([N:3]1[C:14]2[C:15]3[C:7](=[CH:8][N:9]([CH2:37][CH3:38])[C:10]=3[CH:11]=[C:12]([C:16]([NH:18][C@@H:19]([CH2:30][C:31]3[CH:36]=[CH:35][CH:34]=[CH:33][CH:32]=3)[C@H:20]([OH:29])[CH2:21][NH:22][CH:23]3[CH2:28][CH2:27][O:26][CH2:25][CH2:24]3)=[O:17])[CH:13]=2)[CH:6]=[CH:5][S:4]1(=[O:40])=[O:39])[CH3:2].C([O-])=O.[NH4+]. (4) Reactant: [C:1]([O:5][C:6](=[O:34])[NH:7][C:8]1([C:12]2[CH:17]=[CH:16][C:15]([C:18]3[C:23]([C:24]4[CH:29]=[CH:28][CH:27]=[CH:26][CH:25]=4)=[CH:22][C:21]([N+:30]([O-:32])=[O:31])=[C:20](Cl)[N:19]=3)=[CH:14][CH:13]=2)[CH2:11][CH2:10][CH2:9]1)([CH3:4])([CH3:3])[CH3:2].C(N(CC)CC)C.[NH2:42][CH2:43][CH2:44][C:45]([O:47][CH2:48][CH3:49])=[O:46].Cl. Product: [C:1]([O:5][C:6]([NH:7][C:8]1([C:12]2[CH:17]=[CH:16][C:15]([C:18]3[N:19]=[C:20]([NH:42][CH2:43][CH2:44][C:45]([O:47][CH2:48][CH3:49])=[O:46])[C:21]([N+:30]([O-:32])=[O:31])=[CH:22][C:23]=3[C:24]3[CH:29]=[CH:28][CH:27]=[CH:26][CH:25]=3)=[CH:14][CH:13]=2)[CH2:11][CH2:10][CH2:9]1)=[O:34])([CH3:4])([CH3:3])[CH3:2]. The catalyst class is: 88. (5) Reactant: [Cl:1][C:2]1[C:10]2[N:9]=[C:8]3[N:11]([C:15]4[CH:20]=[CH:19][C:18]([Cl:21])=[CH:17][C:16]=4[Cl:22])[CH2:12][CH2:13][CH2:14][N:7]3[C:6]=2[C:5]([CH:23]([OH:26])[CH2:24][CH3:25])=[CH:4][CH:3]=1.[C:27](O[C:27](=[O:32])[C:28]([CH3:31])([CH3:30])[CH3:29])(=[O:32])[C:28]([CH3:31])([CH3:30])[CH3:29].C(=O)(O)[O-].[Na+]. Product: [CH3:29][C:28]([CH3:31])([CH3:30])[C:27]([O:26][CH:23]([C:5]1[C:6]2[N:7]3[CH2:14][CH2:13][CH2:12][N:11]([C:15]4[CH:20]=[CH:19][C:18]([Cl:21])=[CH:17][C:16]=4[Cl:22])[C:8]3=[N:9][C:10]=2[C:2]([Cl:1])=[CH:3][CH:4]=1)[CH2:24][CH3:25])=[O:32]. The catalyst class is: 341. (6) Reactant: ClC1C(NC2C=C(OC)NN=2)=NC([NH:8][C@H:9]([C:11]2[N:16]=[CH:15][C:14]([F:17])=[CH:13][N:12]=2)[CH3:10])=NC=1.[Br:26][C:27]1[C:28]([NH:34][C:35]2[CH:39]=[C:38]([CH3:40])[NH:37][N:36]=2)=[N:29][C:30](Cl)=[N:31][CH:32]=1.CCN(C(C)C)C(C)C. Product: [Br:26][C:27]1[C:28]([NH:34][C:35]2[CH:39]=[C:38]([CH3:40])[NH:37][N:36]=2)=[N:29][C:30]([NH:8][C@H:9]([C:11]2[N:16]=[CH:15][C:14]([F:17])=[CH:13][N:12]=2)[CH3:10])=[N:31][CH:32]=1. The catalyst class is: 114.